This data is from Experimentally validated miRNA-target interactions with 360,000+ pairs, plus equal number of negative samples. The task is: Binary Classification. Given a miRNA mature sequence and a target amino acid sequence, predict their likelihood of interaction. The miRNA is hsa-miR-4496 with sequence GAGGAAACUGAAGCUGAGAGGG. The protein sequence of the target gene is MHSPPRDQAAIMLWKLVENVKYEDIYEDRHDGVPSHSSRLSQLGSVSQGPYSSAPPLSHTPSSDFQPPYFPPPYQPLPYHQSQDPYSHVNDPYSLNPLHQPQQHPWGQRQRQEVGSEAGSLLPQPRAALPQLSGLDPRRDYHSVRRPDVLLHSAHHGLDAGMGDSLSLHGLGHPGMEDVQSVEDANNSGMNLLDQSVIKKVPVPPKSVTSLMMNKDGFLGGMSVNTGEVFCSVPGRLSLLSSTSKYKVTVGEVQRRLSPPECLNASLLGGVLRRAKSKNGGRSLRERLEKIGLNLPAGRR.... Result: 0 (no interaction).